From a dataset of Reaction yield outcomes from USPTO patents with 853,638 reactions. Predict the reaction yield, written as a fraction of the theoretical maximum amount of product (1.0 means a 100% yield; for example, 0.34 means a 34% yield). (1) The reactants are [Mg].II.Cl[CH2:5][CH2:6][CH2:7][CH2:8][O:9][CH3:10].[C:11]([O:15][C:16]([N:18]1[CH2:23][CH2:22][CH2:21][C@@H:20]([C:24](=[O:32])[C:25]2[CH:30]=[CH:29][CH:28]=[C:27]([Cl:31])[CH:26]=2)[CH2:19]1)=[O:17])([CH3:14])([CH3:13])[CH3:12]. The catalyst is C1COCC1. The product is [Cl:31][C:27]1[CH:26]=[C:25]([C@:24]([C@@H:20]2[CH2:21][CH2:22][CH2:23][N:18]([C:16]([O:15][C:11]([CH3:14])([CH3:13])[CH3:12])=[O:17])[CH2:19]2)([OH:32])[CH2:5][CH2:6][CH2:7][CH2:8][O:9][CH3:10])[CH:30]=[CH:29][CH:28]=1. The yield is 0.730. (2) The product is [CH3:1][O:2][C:3](=[O:13])[CH2:4][C:5]1[CH:10]=[CH:9][C:8]([B:14]2[O:18][C:17]([CH3:20])([CH3:19])[C:16]([CH3:22])([CH3:21])[O:15]2)=[CH:7][C:6]=1[Cl:12]. The reactants are [CH3:1][O:2][C:3](=[O:13])[CH2:4][C:5]1[CH:10]=[CH:9][C:8](Br)=[CH:7][C:6]=1[Cl:12].[B:14]1([B:14]2[O:18][C:17]([CH3:20])([CH3:19])[C:16]([CH3:22])([CH3:21])[O:15]2)[O:18][C:17]([CH3:20])([CH3:19])[C:16]([CH3:22])([CH3:21])[O:15]1.C(Cl)Cl.C([O-])(=O)C.[K+]. The yield is 0.830. The catalyst is CS(C)=O.